From a dataset of Reaction yield outcomes from USPTO patents with 853,638 reactions. Predict the reaction yield, written as a fraction of the theoretical maximum amount of product (1.0 means a 100% yield; for example, 0.34 means a 34% yield). (1) The catalyst is C1COCC1. The product is [CH3:38][O:37][C:30]1[CH:31]=[C:32]([O:35][CH3:36])[CH:33]=[CH:34][C:29]=1[CH2:28][N:27]1[C:19]2[C:15]3=[CH:16][C:17]4[CH:18]=[C:10]([CH2:9][OH:8])[N:11]([CH3:45])[C:12]=4[CH:13]=[C:14]3[CH2:23][CH2:22][CH2:21][C:20]=2[C:24]([OH:44])=[C:25]([C:40]([O:42][CH3:43])=[O:41])[C:26]1=[O:39]. The yield is 0.970. The reactants are [Si]([O:8][CH2:9][C:10]1[N:11]([CH3:45])[C:12]2[CH:13]=[C:14]3[CH2:23][CH2:22][CH2:21][C:20]4[C:24]([OH:44])=[C:25]([C:40]([O:42][CH3:43])=[O:41])[C:26](=[O:39])[N:27]([CH2:28][C:29]5[CH:34]=[CH:33][C:32]([O:35][CH3:36])=[CH:31][C:30]=5[O:37][CH3:38])[C:19]=4[C:15]3=[CH:16][C:17]=2[CH:18]=1)(C(C)(C)C)(C)C.CCCC[N+](CCCC)(CCCC)CCCC.[F-]. (2) The reactants are Cl.[Cl:2][C:3]1[CH:8]=[CH:7][C:6]([C:9]2([CH:13]3[C:22]4[C:17](=[CH:18][CH:19]=[C:20]([O:23][CH2:24][CH2:25][NH:26][S:27]([CH2:30][CH2:31][CH2:32][CH3:33])(=[O:29])=[O:28])[CH:21]=4)[CH2:16][CH2:15][NH:14]3)[CH2:12][CH2:11][CH2:10]2)=[CH:5][CH:4]=1.[CH2:34]([N:36]=[C:37]=[O:38])[CH3:35]. No catalyst specified. The product is [ClH:2].[CH2:34]([NH:36][C:37]([N:14]1[CH2:15][CH2:16][C:17]2[C:22](=[CH:21][C:20]([O:23][CH2:24][CH2:25][NH:26][S:27]([CH2:30][CH2:31][CH2:32][CH3:33])(=[O:28])=[O:29])=[CH:19][CH:18]=2)[CH:13]1[C:9]1([C:6]2[CH:7]=[CH:8][C:3]([Cl:2])=[CH:4][CH:5]=2)[CH2:10][CH2:11][CH2:12]1)=[O:38])[CH3:35]. The yield is 0.230.